From a dataset of Full USPTO retrosynthesis dataset with 1.9M reactions from patents (1976-2016). Predict the reactants needed to synthesize the given product. (1) The reactants are: [F:1][C:2]1[CH:3]=[C:4]([C:12]2[C:13]3[CH2:20][CH2:19][CH:18]([CH2:21][C:22]([NH:24][CH3:25])=[O:23])[C:14]=3[CH:15]=[N:16][CH:17]=2)[CH:5]=[CH:6][C:7]=1[C:8]([F:11])([F:10])[F:9].[CH2:26](N)[CH2:27]C. Given the product [F:1][C:2]1[CH:3]=[C:4]([C:12]2[C:13]3[CH2:20][CH2:19][CH:18]([CH2:21][C:22]([NH:24][CH2:25][CH2:26][CH3:27])=[O:23])[C:14]=3[CH:15]=[N:16][CH:17]=2)[CH:5]=[CH:6][C:7]=1[C:8]([F:11])([F:9])[F:10], predict the reactants needed to synthesize it. (2) Given the product [CH3:21][N:20]([CH3:22])[C:19]([CH:15]1[CH2:16][CH2:17][CH2:18][N:14]1[C:13]1[CH:12]=[C:10]([NH2:11])[C:9]([NH2:24])=[CH:8][C:7]=1[Cl:6])=[O:23], predict the reactants needed to synthesize it. The reactants are: O.O.[Sn](Cl)Cl.[Cl:6][C:7]1[C:13]([N:14]2[CH2:18][CH2:17][CH2:16][CH:15]2[C:19](=[O:23])[N:20]([CH3:22])[CH3:21])=[CH:12][C:10]([NH2:11])=[C:9]([N+:24]([O-])=O)[CH:8]=1.C([O-])(O)=O.[Na+]. (3) Given the product [CH:5]([N:18]1[CH2:21][C:20]2([CH2:26][NH:25][CH2:24][CH2:23][O:22]2)[CH2:19]1)([C:6]1[CH:7]=[CH:8][CH:9]=[CH:10][CH:11]=1)[C:12]1[CH:13]=[CH:14][CH:15]=[CH:16][CH:17]=1, predict the reactants needed to synthesize it. The reactants are: CSC.B.[CH:5]([N:18]1[CH2:21][C:20]2([CH2:26][NH:25][C:24](=O)[CH2:23][O:22]2)[CH2:19]1)([C:12]1[CH:17]=[CH:16][CH:15]=[CH:14][CH:13]=1)[C:6]1[CH:11]=[CH:10][CH:9]=[CH:8][CH:7]=1.CO.CNCCNC. (4) Given the product [CH:16]1([NH:15][C:13](=[O:14])[C:11]2[CH:10]=[CH:9][C:8]([CH3:19])=[C:7]([N:6]3[C:4](=[O:5])[C:3]4[C:2](=[CH:23][CH:22]=[C:21]([O:24][CH2:25][C:26]([CH3:28])=[CH2:27])[CH:20]=4)[N:1]=[CH:29]3)[CH:12]=2)[CH2:17][CH2:18]1, predict the reactants needed to synthesize it. The reactants are: [NH2:1][C:2]1[CH:23]=[CH:22][C:21]([O:24][CH2:25][C:26]([CH3:28])=[CH2:27])=[CH:20][C:3]=1[C:4]([NH:6][C:7]1[CH:12]=[C:11]([C:13]([NH:15][CH:16]2[CH2:18][CH2:17]2)=[O:14])[CH:10]=[CH:9][C:8]=1[CH3:19])=[O:5].[CH2:29](OC(OCC)OCC)C.C(O)(=O)C. (5) Given the product [CH:1]([N:4]1[C:8]2[CH:9]=[CH:10][C:11]([N:13]3[CH:18]=[C:17]([C:19]([O:21][CH2:22][CH3:23])=[O:20])[C:16](=[O:24])[N:15]([CH2:27][C:28]4[CH:33]=[CH:32][CH:31]=[C:30]([C:34]([F:35])([F:36])[F:37])[C:29]=4[CH3:38])[C:14]3=[O:25])=[CH:12][C:7]=2[N:6]=[CH:5]1)([CH3:2])[CH3:3], predict the reactants needed to synthesize it. The reactants are: [CH:1]([N:4]1[C:8]2[CH:9]=[CH:10][C:11]([N:13]3[CH:18]=[C:17]([C:19]([O:21][CH2:22][CH3:23])=[O:20])[C:16](=[O:24])[NH:15][C:14]3=[O:25])=[CH:12][C:7]=2[N:6]=[CH:5]1)([CH3:3])[CH3:2].Br[CH2:27][C:28]1[CH:33]=[CH:32][CH:31]=[C:30]([C:34]([F:37])([F:36])[F:35])[C:29]=1[CH3:38]. (6) Given the product [NH2:1][C:2]1[N:6]([C:7]2[C:12]([Cl:13])=[CH:11][C:10]([C:14]([F:17])([F:16])[F:15])=[CH:9][C:8]=2[Cl:18])[N:5]=[C:4]([C:19]#[N:20])[C:3]=1[N:21]([S:22]([CH3:25])(=[O:24])=[O:23])[S:39]([C:42]([F:43])([F:44])[F:45])(=[O:40])=[O:41], predict the reactants needed to synthesize it. The reactants are: [NH2:1][C:2]1[N:6]([C:7]2[C:12]([Cl:13])=[CH:11][C:10]([C:14]([F:17])([F:16])[F:15])=[CH:9][C:8]=2[Cl:18])[N:5]=[C:4]([C:19]#[N:20])[C:3]=1[NH:21][S:22]([CH3:25])(=[O:24])=[O:23].C(N(CC)CC)C.[F:43][C:42]([F:45])([F:44])[S:39](O[S:39]([C:42]([F:45])([F:44])[F:43])(=[O:41])=[O:40])(=[O:41])=[O:40].O. (7) Given the product [Cl:21][C:22]1[CH:27]=[CH:26][C:25]([C:28]2([C:41]([O:43][CH2:44][CH3:45])=[O:42])[CH2:33][CH2:32][N:31]([C:34]([O:36][C:37]([CH3:39])([CH3:40])[CH3:38])=[O:35])[CH2:30][CH2:29]2)=[C:24]([C:46]#[C:47][C:48]([O:49][CH2:50][CH3:51])=[O:52])[CH:23]=1, predict the reactants needed to synthesize it. The reactants are: BrC1C=CC(Cl)=CC=1C#CC(OCC)(OCC)OCC.[Cl:21][C:22]1[CH:27]=[CH:26][C:25]([C:28]2([C:41]([O:43][CH2:44][CH3:45])=[O:42])[CH2:33][CH2:32][N:31]([C:34]([O:36][C:37]([CH3:40])([CH3:39])[CH3:38])=[O:35])[CH2:30][CH2:29]2)=[C:24]([C:46]#[C:47][C:48](OCC)([O:52]CC)[O:49][CH2:50][CH3:51])[CH:23]=1.O.C1(C)C=CC(S(O)(=O)=O)=CC=1.